Dataset: Peptide-MHC class I binding affinity with 185,985 pairs from IEDB/IMGT. Task: Regression. Given a peptide amino acid sequence and an MHC pseudo amino acid sequence, predict their binding affinity value. This is MHC class I binding data. (1) The peptide sequence is AFPTSCHM. The MHC is HLA-B42:01 with pseudo-sequence HLA-B42:01. The binding affinity (normalized) is 0.422. (2) The peptide sequence is GHFPLQHAL. The MHC is HLA-A02:19 with pseudo-sequence HLA-A02:19. The binding affinity (normalized) is 0.0847. (3) The peptide sequence is FSQFSRGNYR. The MHC is Patr-A0101 with pseudo-sequence Patr-A0101. The binding affinity (normalized) is 0.369.